Task: Predict the reactants needed to synthesize the given product.. Dataset: Retrosynthesis with 50K atom-mapped reactions and 10 reaction types from USPTO Given the product Nc1c(Br)cccc1[N+](=O)[O-], predict the reactants needed to synthesize it. The reactants are: N.O=[N+]([O-])c1cccc(Br)c1F.